Task: Predict the reaction yield, written as a fraction of the theoretical maximum amount of product (1.0 means a 100% yield; for example, 0.34 means a 34% yield).. Dataset: Reaction yield outcomes from USPTO patents with 853,638 reactions (1) The product is [Cl:18][C:12]1[CH:13]=[C:14]([Cl:17])[CH:15]=[CH:16][C:11]=1[CH2:10][CH2:9][NH:8][C:6]1[N:5]=[C:4]([CH2:19][OH:20])[N:3]=[C:2]([C:29]2[CH:28]=[C:27]([C:24]([CH3:26])([CH3:25])[C:21]([OH:23])=[O:22])[CH:32]=[CH:31][CH:30]=2)[CH:7]=1. The catalyst is COCCOC.O.C1C=CC([P]([Pd]([P](C2C=CC=CC=2)(C2C=CC=CC=2)C2C=CC=CC=2)([P](C2C=CC=CC=2)(C2C=CC=CC=2)C2C=CC=CC=2)[P](C2C=CC=CC=2)(C2C=CC=CC=2)C2C=CC=CC=2)(C2C=CC=CC=2)C2C=CC=CC=2)=CC=1. The reactants are Cl[C:2]1[CH:7]=[C:6]([NH:8][CH2:9][CH2:10][C:11]2[CH:16]=[CH:15][C:14]([Cl:17])=[CH:13][C:12]=2[Cl:18])[N:5]=[C:4]([CH2:19][OH:20])[N:3]=1.[C:21]([C:24]([C:27]1[CH:28]=[C:29](B(O)O)[CH:30]=[CH:31][CH:32]=1)([CH3:26])[CH3:25])([OH:23])=[O:22].C([O-])([O-])=O.[Cs+].[Cs+].Cl. The yield is 0.180. (2) The reactants are [CH3:1][O:2][C:3]1[CH:4]=[C:5]([CH:21]=[CH:22][C:23]=1[O:24][CH2:25][C:26]1[N:27]=[C:28]([N:31]2[CH2:36][CH2:35][CH2:34][CH2:33][CH2:32]2)[S:29][CH:30]=1)[CH2:6][O:7][C:8]1[C:12]([CH:13]=O)=[CH:11][N:10]([C:15]2[CH:20]=[CH:19][CH:18]=[CH:17][CH:16]=2)[N:9]=1.[Cl-].[CH2:38]([C:40]1[S:41][CH:42]=[C:43]([CH2:45][P+](C2C=CC=CC=2)(C2C=CC=CC=2)C2C=CC=CC=2)[N:44]=1)[CH3:39].C(=O)([O-])[O-].[K+].[K+].CN(C)C=O. The catalyst is O. The product is [CH2:38]([C:40]1[S:41][CH:42]=[C:43](/[CH:45]=[CH:13]\[C:12]2[C:8]([O:7][CH2:6][C:5]3[CH:21]=[CH:22][C:23]([O:24][CH2:25][C:26]4[N:27]=[C:28]([N:31]5[CH2:36][CH2:35][CH2:34][CH2:33][CH2:32]5)[S:29][CH:30]=4)=[C:3]([O:2][CH3:1])[CH:4]=3)=[N:9][N:10]([C:15]3[CH:20]=[CH:19][CH:18]=[CH:17][CH:16]=3)[CH:11]=2)[N:44]=1)[CH3:39]. The yield is 0.180. (3) The reactants are Cl.[CH3:2][N:3]1[CH2:9][C:8]2[CH:10]=[C:11](/[CH:14]=[CH:15]/[C:16]([OH:18])=O)[CH:12]=[N:13][C:7]=2[NH:6][C:5](=[O:19])[CH2:4]1.[CH3:20][NH:21][CH2:22][C:23]1[CH:32]=[CH:31][C:30]2[C:25](=[CH:26][CH:27]=[CH:28][CH:29]=2)[C:24]=1[CH2:33][CH2:34][CH3:35].C(N(C(C)C)CC)(C)C.O.ON1C2C=CC=CC=2N=N1.Cl.CN(C)CCCN=C=NCC. The catalyst is CN(C=O)C. The product is [CH3:20][N:21]([CH2:22][C:23]1[CH:32]=[CH:31][C:30]2[C:25](=[CH:26][CH:27]=[CH:28][CH:29]=2)[C:24]=1[CH2:33][CH2:34][CH3:35])[C:16](=[O:18])/[CH:15]=[CH:14]/[C:11]1[CH:12]=[N:13][C:7]2[NH:6][C:5](=[O:19])[CH2:4][N:3]([CH3:2])[CH2:9][C:8]=2[CH:10]=1. The yield is 0.410.